Dataset: Drug-target binding data from BindingDB using Ki measurements. Task: Regression. Given a target protein amino acid sequence and a drug SMILES string, predict the binding affinity score between them. We predict pKi (pKi = -log10(Ki in M); higher means stronger inhibition). Dataset: bindingdb_ki. The small molecule is Cn1c2c(c3ccccc31)CN(C/C=C\CCc1ccccc1)CC2. The target protein (P30966) has sequence MDLPVNLTSFSLSTPSSLEPNRSLDTEVLRPSRPFLSAFRVLVLTLLGFLAAATFTWNLLVLATILKVRTFHRVPHNLVASMAISDVLVAVLVMPLSLVHELSGRRWQLGRRLCQLWIACDVLCCTASIWNVTAIALDRYWSITRHLEYTLRTRKRVSNVMILLTWALSTVISLAPLLFGWGETYSEPSEECQVSREPSYTVFSTVGAFYLPLCVVLFVYWKIYRAAKFRMGSRKTNSVSPVPEAVEVKNATQHPQMVFTVRHATVTFQTEGDTWREQKEQRAALMVGILIGVFVLCWFPFFVTELISPLCSWDVPAIWKSIFLWLGYSNSFFNPLIYTAFNRSYSSAFKVFFSKQQ. The pKi is 6.5.